From a dataset of Peptide-MHC class I binding affinity with 185,985 pairs from IEDB/IMGT. Regression. Given a peptide amino acid sequence and an MHC pseudo amino acid sequence, predict their binding affinity value. This is MHC class I binding data. (1) The peptide sequence is WTDLFDNKV. The MHC is HLA-B57:01 with pseudo-sequence HLA-B57:01. The binding affinity (normalized) is 0.0847. (2) The peptide sequence is NTGMGMYYPT. The MHC is HLA-A02:01 with pseudo-sequence HLA-A02:01. The binding affinity (normalized) is 0.0510. (3) The peptide sequence is RPALVVDTP. The MHC is HLA-B48:01 with pseudo-sequence HLA-B48:01. The binding affinity (normalized) is 0.0847. (4) The peptide sequence is WTMKILIGVV. The MHC is HLA-A68:02 with pseudo-sequence HLA-A68:02. The binding affinity (normalized) is 0.606. (5) The peptide sequence is ILGIIITVGM. The MHC is HLA-A02:02 with pseudo-sequence HLA-A02:02. The binding affinity (normalized) is 0.477.